From a dataset of Full USPTO retrosynthesis dataset with 1.9M reactions from patents (1976-2016). Predict the reactants needed to synthesize the given product. (1) Given the product [CH:17]1[C:12]2[CH2:5][C:6]3[CH:7]=[CH:8][CH:9]=[CH:10][C:11]=3[C:19](=[O:20])[NH:18][C:13]=2[CH:14]=[CH:15][CH:16]=1, predict the reactants needed to synthesize it. The reactants are: [Cl-].[Al+3].[Cl-].[Cl-].[CH2:5]([C:12]1[CH:17]=[CH:16][CH:15]=[CH:14][C:13]=1[N:18]=[C:19]=[O:20])[C:6]1[CH:11]=[CH:10][CH:9]=[CH:8][CH:7]=1. (2) Given the product [C:11]([C:6]1[O:7][C:8]([CH2:9][CH3:10])=[C:4]([CH2:1][CH2:2][CH2:3][OH:24])[N:5]=1)([CH3:13])([CH3:12])[CH3:14], predict the reactants needed to synthesize it. The reactants are: [CH2:1]([C:4]1[N:5]=[C:6]([C:11]([CH3:14])([CH3:13])[CH3:12])[O:7][C:8]=1[CH2:9][CH3:10])[CH:2]=[CH2:3].B1C2CCCC1CCC2.[OH:24]O.[OH-].[Na+]. (3) Given the product [CH:10]1[C:11]2[CH:12]([CH2:14][O:15][C:16]([N:18]3[CH2:23][C:22]4([CH2:28][CH2:27][NH:26][CH2:25][CH2:24]4)[O:21][CH2:20][CH2:19]3)=[O:17])[C:13]3[C:5](=[CH:4][CH:3]=[CH:2][CH:1]=3)[C:6]=2[CH:7]=[CH:8][CH:9]=1, predict the reactants needed to synthesize it. The reactants are: [CH:1]1[C:13]2[CH:12]([CH2:14][O:15][C:16]([N:18]3[CH2:23][C:22]4([CH2:28][CH2:27][N:26](CC5C=CC=CC=5)[CH2:25][CH2:24]4)[O:21][CH2:20][CH2:19]3)=[O:17])[C:11]3[C:6](=[CH:7][CH:8]=[CH:9][CH:10]=3)[C:5]=2[CH:4]=[CH:3][CH:2]=1. (4) Given the product [BrH:9].[Br:19][C:16]1[CH:17]=[CH:18][C:13]([C:11]2[N:1]=[C:2]3[CH:7]=[C:6]([Cl:8])[CH:5]=[CH:4][N:3]3[CH:10]=2)=[CH:14][CH:15]=1, predict the reactants needed to synthesize it. The reactants are: [NH2:1][C:2]1[CH:7]=[C:6]([Cl:8])[CH:5]=[CH:4][N:3]=1.[Br:9][CH2:10][C:11]([C:13]1[CH:18]=[CH:17][C:16]([Br:19])=[CH:15][CH:14]=1)=O. (5) Given the product [C:4]1(=[O:5])[O:6][C:1](=[O:7])[CH:2]=[CH:3]1.[CH:8]([C:3]1=[CH:2][C:1]([O:6][C:4]1=[O:5])=[O:7])=[CH:9][C:10]1[CH:15]=[CH:14][CH:13]=[CH:12][CH:11]=1, predict the reactants needed to synthesize it. The reactants are: [C:1]1(=[O:7])[O:6][C:4](=[O:5])[CH:3]=[CH:2]1.[CH2:8]=[CH:9][C:10]1[CH:15]=[CH:14][CH:13]=[CH:12][CH:11]=1.C(OOC(=O)C1C=CC=CC=1)(=O)C1C=CC=CC=1. (6) Given the product [Br:1][C:2]1[CH:3]=[CH:4][C:5]([O:11][C:12]2[CH:13]=[CH:14][C:15]3[S:19][CH2:18][CH2:17][C:16]=3[CH:20]=2)=[C:6]([CH:9]=1)[CH:7]=[O:8], predict the reactants needed to synthesize it. The reactants are: [Br:1][C:2]1[CH:3]=[CH:4][C:5](F)=[C:6]([CH:9]=1)[CH:7]=[O:8].[OH:11][C:12]1[CH:13]=[CH:14][C:15]2[S:19][CH2:18][CH2:17][C:16]=2[CH:20]=1.C([O-])([O-])=O.[K+].[K+].